The task is: Predict the product of the given reaction.. This data is from Forward reaction prediction with 1.9M reactions from USPTO patents (1976-2016). (1) Given the reactants [C:1]([O:5][C:6]([N:8]1[CH2:13][CH2:12][CH:11]([C:14]2[CH:19]=[CH:18][C:17]([O:20][CH2:21][CH2:22][CH2:23][O:24][CH2:25][C:26]3[CH:31]=[CH:30][CH:29]=[CH:28][C:27]=3[O:32][CH3:33])=[CH:16][CH:15]=2)[CH:10]([NH:34][C:35]([C:37]2[CH:46]=[C:45]3[C:40]([CH2:41][CH2:42][CH2:43][NH:44]3)=[CH:39][CH:38]=2)=[O:36])[CH2:9]1)=[O:7])([CH3:4])([CH3:3])[CH3:2].Cl[CH2:48][C:49]([N:51]([CH3:53])[CH3:52])=[O:50].C([O-])([O-])=O.[Cs+].[Cs+], predict the reaction product. The product is: [C:1]([O:5][C:6]([N:8]1[CH2:13][CH2:12][CH:11]([C:14]2[CH:15]=[CH:16][C:17]([O:20][CH2:21][CH2:22][CH2:23][O:24][CH2:25][C:26]3[CH:31]=[CH:30][CH:29]=[CH:28][C:27]=3[O:32][CH3:33])=[CH:18][CH:19]=2)[CH:10]([NH:34][C:35]([C:37]2[CH:46]=[C:45]3[C:40]([CH2:41][CH2:42][CH2:43][N:44]3[CH2:48][C:49](=[O:50])[N:51]([CH3:53])[CH3:52])=[CH:39][CH:38]=2)=[O:36])[CH2:9]1)=[O:7])([CH3:4])([CH3:2])[CH3:3]. (2) Given the reactants [OH:1][CH2:2][C@H:3]1[N:14]2[C:15]3[C:6](=[C:7]([C:17]#[N:18])[CH:8]=[N:9][C:10]=3[CH:11]=[CH:12][C:13]2=[O:16])[O:5][CH2:4]1.C(N(CC)CC)C.[CH3:26][S:27](Cl)(=[O:29])=[O:28], predict the reaction product. The product is: [CH3:26][S:27]([O:1][CH2:2][C@H:3]1[N:14]2[C:15]3[C:6](=[C:7]([C:17]#[N:18])[CH:8]=[N:9][C:10]=3[CH:11]=[CH:12][C:13]2=[O:16])[O:5][CH2:4]1)(=[O:29])=[O:28]. (3) Given the reactants [F:1][C:2]1[C:7]([CH2:8][OH:9])=[CH:6][CH:5]=[CH:4][N:3]=1.[CH3:10][S:11](Cl)(=[O:13])=[O:12].C(N(CC)CC)C, predict the reaction product. The product is: [CH3:10][S:11]([O:9][CH2:8][C:7]1[C:2]([F:1])=[N:3][CH:4]=[CH:5][CH:6]=1)(=[O:13])=[O:12]. (4) Given the reactants [C:1]1([C:7]2[C:8]3[CH:22]=[CH:21][CH:20]=[CH:19][C:9]=3[O:10][CH2:11][C:12]=2[CH:13]=[CH:14][CH2:15][C:16](O)=[O:17])[CH:6]=[CH:5][CH:4]=[CH:3][CH:2]=1.[CH3:23][S:24][C:25]1[C:30]([NH2:31])=[C:29]([S:32][CH3:33])[CH:28]=[C:27]([CH3:34])[N:26]=1, predict the reaction product. The product is: [CH3:23][S:24][C:25]1[C:30]([NH:31][C:16](=[O:17])[CH2:15][CH:14]=[CH:13][C:12]2[CH2:11][O:10][C:9]3[CH:19]=[CH:20][CH:21]=[CH:22][C:8]=3[C:7]=2[C:1]2[CH:6]=[CH:5][CH:4]=[CH:3][CH:2]=2)=[C:29]([S:32][CH3:33])[CH:28]=[C:27]([CH3:34])[N:26]=1. (5) Given the reactants [CH2:1]([C:8]1[CH:9]=[C:10]([OH:15])[CH:11]=[N:12][C:13]=1[Cl:14])[C:2]1[CH:7]=[CH:6][CH:5]=[CH:4][CH:3]=1.[I:16]I, predict the reaction product. The product is: [CH2:1]([C:8]1[CH:9]=[C:10]([OH:15])[C:11]([I:16])=[N:12][C:13]=1[Cl:14])[C:2]1[CH:3]=[CH:4][CH:5]=[CH:6][CH:7]=1. (6) Given the reactants Br[C:2]1[C:3]([C:16]#[N:17])=[N:4][CH:5]=[C:6]([CH2:8][C:9]2[CH:14]=[CH:13][C:12]([F:15])=[CH:11][CH:10]=2)[CH:7]=1.C(=O)([O-])[O-].[Cs+].[Cs+].C1C=CC(P(C2C(C3C(P(C4C=CC=CC=4)C4C=CC=CC=4)=CC=C4C=3C=CC=C4)=C3C(C=CC=C3)=CC=2)C2C=CC=CC=2)=CC=1.[F:70][C:71]1[CH:77]=[CH:76][C:74]([NH2:75])=[CH:73][CH:72]=1, predict the reaction product. The product is: [F:70][C:71]1[CH:77]=[CH:76][C:74]([NH:75][C:2]2[C:3]([C:16]#[N:17])=[N:4][CH:5]=[C:6]([CH2:8][C:9]3[CH:14]=[CH:13][C:12]([F:15])=[CH:11][CH:10]=3)[CH:7]=2)=[CH:73][CH:72]=1. (7) Given the reactants [F:1][C:2]1[CH:3]=[C:4]([C:8]2[N:13]=[CH:12][N:11]=[C:10]([N:14]3[CH2:19][CH2:18][N:17](C(OC(C)(C)C)=O)[CH2:16][CH2:15]3)[CH:9]=2)[CH:5]=[CH:6][CH:7]=1.C(OCC)(=O)C.Cl, predict the reaction product. The product is: [F:1][C:2]1[CH:3]=[C:4]([C:8]2[CH:9]=[C:10]([N:14]3[CH2:15][CH2:16][NH:17][CH2:18][CH2:19]3)[N:11]=[CH:12][N:13]=2)[CH:5]=[CH:6][CH:7]=1. (8) Given the reactants [NH2:1][OH:2].[O:3]1[C:7]2[CH:8]=[CH:9][C:10]([CH2:12][NH:13][CH2:14][CH2:15][CH2:16][N:17]([CH2:28][C:29]#[N:30])[C:18]3[S:22][N:21]=[C:20]([N:23]4[CH:27]=[CH:26][N:25]=[CH:24]4)[N:19]=3)=[CH:11][C:6]=2[O:5][CH2:4]1, predict the reaction product. The product is: [O:3]1[C:7]2[CH:8]=[CH:9][C:10]([CH2:12][NH:13][CH2:14][CH2:15][CH2:16][N:17]([C:18]3[S:22][N:21]=[C:20]([N:23]4[CH:27]=[CH:26][N:25]=[CH:24]4)[N:19]=3)[CH2:28][C:29]([NH:1][OH:2])=[NH:30])=[CH:11][C:6]=2[O:5][CH2:4]1.